Task: Predict which catalyst facilitates the given reaction.. Dataset: Catalyst prediction with 721,799 reactions and 888 catalyst types from USPTO (1) Reactant: CO[C:3]1[C:4]([O:12]C)=[C:5]([N+:9]([O-:11])=[O:10])[CH:6]=[CH:7][CH:8]=1.NC([C:20](O)=[O:21])CCSC.O. Product: [OH:12][C:4]1[CH:3]=[C:8]([O:21][CH3:20])[CH:7]=[CH:6][C:5]=1[N+:9]([O-:11])=[O:10]. The catalyst class is: 501. (2) Reactant: [C:1]([O:5][C:6]([NH:8][CH2:9][C:10]1([C:15](OC)=[O:16])[CH2:14][CH2:13][CH2:12][CH2:11]1)=[O:7])([CH3:4])([CH3:3])[CH3:2].[H-].C([Al+]CC(C)C)C(C)C.CCOCC. Product: [C:1]([O:5][C:6](=[O:7])[NH:8][CH2:9][C:10]1([CH2:15][OH:16])[CH2:14][CH2:13][CH2:12][CH2:11]1)([CH3:4])([CH3:2])[CH3:3]. The catalyst class is: 76. (3) Reactant: [Si]([C:8]#[C:9][C:10]1[N:15]=[C:14]([NH2:16])[N:13]=[C:12]([NH:17][C:18]2[CH:23]=[CH:22][C:21]([O:24][C:25]3[CH:30]=[CH:29][N:28]=[C:27]([C:31]([F:34])([F:33])[F:32])[CH:26]=3)=[CH:20][CH:19]=2)[CH:11]=1)(C(C)(C)C)(C)C.[F-].C([N+](CCCC)(CCCC)CCCC)CCC. Product: [C:9]([C:10]1[N:15]=[C:14]([NH2:16])[N:13]=[C:12]([NH:17][C:18]2[CH:23]=[CH:22][C:21]([O:24][C:25]3[CH:30]=[CH:29][N:28]=[C:27]([C:31]([F:34])([F:33])[F:32])[CH:26]=3)=[CH:20][CH:19]=2)[CH:11]=1)#[CH:8]. The catalyst class is: 1. (4) Reactant: [NH2:1][C:2]1[CH:7]=[C:6]([F:8])[CH:5]=[CH:4][C:3]=1[NH:9][C:10]([NH:12][CH2:13][C:14]1[CH:19]=[CH:18][CH:17]=[C:16]([N+:20]([O-:22])=[O:21])[CH:15]=1)=S.Cl.C(N=C=NCCCN(C)C)C. Product: [F:8][C:6]1[CH:5]=[CH:4][C:3]2[NH:9][C:10]([NH:12][CH2:13][C:14]3[CH:19]=[CH:18][CH:17]=[C:16]([N+:20]([O-:22])=[O:21])[CH:15]=3)=[N:1][C:2]=2[CH:7]=1. The catalyst class is: 133. (5) Reactant: [F:1][C:2]1[CH:3]=[N:4][C:5]([N:8]2[CH2:13][CH2:12][CH:11]([CH:14]([O:16][C:17]3[CH:18]=[N:19][C:20]([C:23]4[CH:28]=[CH:27][C:26]([S:29]([CH3:32])(=[O:31])=[O:30])=[CH:25][CH:24]=4)=[CH:21][CH:22]=3)[CH3:15])[CH2:10][CH2:9]2)=[N:6][CH:7]=1.C(=O)=O. Product: [F:1][C:2]1[CH:7]=[N:6][C:5]([N:8]2[CH2:13][CH2:12][CH:11]([C@H:14]([O:16][C:17]3[CH:18]=[N:19][C:20]([C:23]4[CH:24]=[CH:25][C:26]([S:29]([CH3:32])(=[O:31])=[O:30])=[CH:27][CH:28]=4)=[CH:21][CH:22]=3)[CH3:15])[CH2:10][CH2:9]2)=[N:4][CH:3]=1. The catalyst class is: 5. (6) Reactant: [H-].[Na+].[CH3:3][O:4][C:5]1[CH:6]=[C:7]([C:11]2([C:17]#[N:18])[CH2:16][CH2:15][NH:14][CH2:13][CH2:12]2)[CH:8]=[CH:9][CH:10]=1.Br[C:20]1[N:25]=[CH:24][CH:23]=[CH:22][N:21]=1.O. Product: [CH3:3][O:4][C:5]1[CH:6]=[C:7]([C:11]2([C:17]#[N:18])[CH2:16][CH2:15][N:14]([C:20]3[N:25]=[CH:24][CH:23]=[CH:22][N:21]=3)[CH2:13][CH2:12]2)[CH:8]=[CH:9][CH:10]=1. The catalyst class is: 16. (7) Reactant: [Cl:1][C:2]1[CH:7]=[CH:6][C:5]([CH:8]2[CH2:13][CH2:12][CH2:11][CH2:10][C:9]2=[O:14])=[CH:4][C:3]=1[C:15]([F:18])([F:17])[F:16].[Br:19]Br. Product: [Br:19][CH:10]1[C:9](=[O:14])[CH:8]([C:5]2[CH:6]=[CH:7][C:2]([Cl:1])=[C:3]([C:15]([F:16])([F:17])[F:18])[CH:4]=2)[CH2:13][CH2:12][CH2:11]1. The catalyst class is: 22. (8) The catalyst class is: 362. Product: [CH2:16]([C:14]1[S:15][C:9]2[N:8]([CH2:26][C:27]3[CH:32]=[CH:31][C:30]([C:33]4[C:34]([C:39]#[N:40])=[CH:35][CH:36]=[CH:37][CH:38]=4)=[CH:29][C:28]=3[O:41][CH3:42])[C:7](=[O:18])[NH:6][C:11](=[O:12])[C:10]=2[CH:13]=1)[CH3:17]. Reactant: COC1C=C(OC)C=CC=1C[N:6]1[C:11](=[O:12])[C:10]2[CH:13]=[C:14]([CH2:16][CH3:17])[S:15][C:9]=2[NH:8][C:7]1=[O:18].O[CH2:26][C:27]1[CH:32]=[CH:31][C:30]([C:33]2[C:34]([C:39]#[N:40])=[CH:35][CH:36]=[CH:37][CH:38]=2)=[CH:29][C:28]=1[O:41][CH3:42].N(C(N1CCCCC1)=O)=NC(N1CCCCC1)=O.C(P(CCCC)CCCC)CCC.